From a dataset of Catalyst prediction with 721,799 reactions and 888 catalyst types from USPTO. Predict which catalyst facilitates the given reaction. (1) Reactant: [CH2:1]([N:8]1[CH2:31][CH:30]([C:32]2[NH:33][CH:34]=[CH:35][N:36]=2)[O:29][C:10]2([CH2:15][CH2:14][N:13]([C:16]([C:18]3[CH:23]=[CH:22][C:21]([O:24][CH:25]([CH3:27])[CH3:26])=[C:20]([CH3:28])[CH:19]=3)=[O:17])[CH2:12][CH2:11]2)[CH2:9]1)[C:2]1[CH:7]=[CH:6][CH:5]=[CH:4][CH:3]=1.[CH3:37]N(C=O)C.[H-].[Na+].CI. Product: [CH2:1]([N:8]1[CH2:31][CH:30]([C:32]2[N:36]([CH3:37])[CH:35]=[CH:34][N:33]=2)[O:29][C:10]2([CH2:15][CH2:14][N:13]([C:16]([C:18]3[CH:23]=[CH:22][C:21]([O:24][CH:25]([CH3:26])[CH3:27])=[C:20]([CH3:28])[CH:19]=3)=[O:17])[CH2:12][CH2:11]2)[CH2:9]1)[C:2]1[CH:7]=[CH:6][CH:5]=[CH:4][CH:3]=1. The catalyst class is: 1. (2) Reactant: [OH:1][CH:2]1[C:10]2[C:9]([O:11][CH:12]([CH3:15])[CH2:13][CH3:14])=[C:8]3[CH:16]=[CH:17][CH:18]=[CH:19][C:7]3=[C:6]([O:20][CH3:21])[C:5]=2[C:4](=O)[N:3]1[C:23]1[CH:28]=[CH:27][C:26]([CH2:29][C:30]([O:32][CH2:33][CH3:34])=[O:31])=[CH:25][CH:24]=1.OC1C2C(OC)=C3C=CC=CC3=C(OC(C)CC)C=2C(=O)N1C1C=CC(CC(OCC)=O)=CC=1.C([SiH](CC)CC)C. Product: [CH3:21][O:20][C:6]1[C:5]2[CH2:4][N:3]([C:23]3[CH:28]=[CH:27][C:26]([CH2:29][C:30]([O:32][CH2:33][CH3:34])=[O:31])=[CH:25][CH:24]=3)[C:2](=[O:1])[C:10]=2[C:9]([O:11][CH:12]([CH3:15])[CH2:13][CH3:14])=[C:8]2[CH:16]=[CH:17][CH:18]=[CH:19][C:7]=12. The catalyst class is: 55.